This data is from Forward reaction prediction with 1.9M reactions from USPTO patents (1976-2016). The task is: Predict the product of the given reaction. Given the reactants [CH3:1][O:2][C:3]1[CH:30]=[CH:29][C:28]([N:31]2[C:35]([CH3:36])=[N:34][N:33]=[N:32]2)=[CH:27][C:4]=1[CH2:5][O:6][CH2:7][C:8]1([C:21]2[CH:26]=[CH:25][CH:24]=[CH:23][CH:22]=2)[CH2:13][CH2:12][N:11](C(OC(C)(C)C)=O)[CH2:10][CH2:9]1.Cl, predict the reaction product. The product is: [CH3:1][O:2][C:3]1[CH:30]=[CH:29][C:28]([N:31]2[C:35]([CH3:36])=[N:34][N:33]=[N:32]2)=[CH:27][C:4]=1[CH2:5][O:6][CH2:7][C:8]1([C:21]2[CH:26]=[CH:25][CH:24]=[CH:23][CH:22]=2)[CH2:9][CH2:10][NH:11][CH2:12][CH2:13]1.